This data is from Forward reaction prediction with 1.9M reactions from USPTO patents (1976-2016). The task is: Predict the product of the given reaction. Given the reactants [CH3:1][C:2]1([C:8]([C:10]2[C:18]3[C:13](=[N:14][CH:15]=[C:16]([C:19]4[S:23][C:22]([C:24](O)=[O:25])=[CH:21][CH:20]=4)[N:17]=3)[N:12]([CH2:27][O:28][CH2:29][CH2:30][Si:31]([CH3:34])([CH3:33])[CH3:32])[CH:11]=2)=[O:9])[CH2:7][CH2:6][CH2:5][CH2:4][CH2:3]1.F[P-](F)(F)(F)(F)F.N1(O[P+](N(C)C)(N(C)C)N(C)C)C2C=CC=CC=2N=N1.[OH:62][CH:63]1[CH2:68][CH2:67][NH:66][CH2:65][CH2:64]1, predict the reaction product. The product is: [OH:62][CH:63]1[CH2:68][CH2:67][N:66]([C:24]([C:22]2[S:23][C:19]([C:16]3[N:17]=[C:18]4[C:10]([C:8]([C:2]5([CH3:1])[CH2:7][CH2:6][CH2:5][CH2:4][CH2:3]5)=[O:9])=[CH:11][N:12]([CH2:27][O:28][CH2:29][CH2:30][Si:31]([CH3:33])([CH3:34])[CH3:32])[C:13]4=[N:14][CH:15]=3)=[CH:20][CH:21]=2)=[O:25])[CH2:65][CH2:64]1.